From a dataset of Catalyst prediction with 721,799 reactions and 888 catalyst types from USPTO. Predict which catalyst facilitates the given reaction. (1) Reactant: [S:1]1[C:5]2[CH:6]=[CH:7][CH:8]=[CH:9][C:4]=2[C:3]([NH:10][CH2:11][CH2:12][CH2:13][NH2:14])=[N:2]1.C(N(C(C)C)CC)(C)C.[Cl:24][C:25]1[CH:33]=[CH:32][C:28]([C:29](Cl)=[O:30])=[CH:27][CH:26]=1. Product: [S:1]1[C:5]2[CH:6]=[CH:7][CH:8]=[CH:9][C:4]=2[C:3]([NH:10][CH2:11][CH2:12][CH2:13][NH:14][C:29](=[O:30])[C:28]2[CH:32]=[CH:33][C:25]([Cl:24])=[CH:26][CH:27]=2)=[N:2]1. The catalyst class is: 4. (2) Reactant: [S:1]1[C:5]2[CH:6]=[CH:7][CH:8]=[CH:9][C:4]=2[N:3]=[C:2]1[C:10]1[C:14]([CH2:15][CH2:16][CH2:17]Br)=[N:13][NH:12][C:11]=1[NH2:19].[CH3:20][NH2:21]. Product: [S:1]1[C:5]2[CH:6]=[CH:7][CH:8]=[CH:9][C:4]=2[N:3]=[C:2]1[C:10]1[C:14]([CH2:15][CH2:16][CH2:17][NH:21][CH3:20])=[N:13][NH:12][C:11]=1[NH2:19]. The catalyst class is: 1. (3) Reactant: [CH3:1][O:2][C:3]1[CH:15]=[C:14]2[C:6]([C:7]3[CH2:8][CH2:9][CH2:10][CH2:11][C:12]=3[N:13]2[CH2:16][C:17](O)=[O:18])=[CH:5][CH:4]=1.C1C=CC2N(O)N=NC=2C=1.[CH2:30]([NH:34][CH2:35][CH2:36][CH2:37][CH3:38])[CH2:31][CH2:32][CH3:33].C(Cl)CCl. Product: [CH2:30]([N:34]([CH2:35][CH2:36][CH2:37][CH3:38])[C:17](=[O:18])[CH2:16][N:13]1[C:12]2[CH2:11][CH2:10][CH2:9][CH2:8][C:7]=2[C:6]2[C:14]1=[CH:15][C:3]([O:2][CH3:1])=[CH:4][CH:5]=2)[CH2:31][CH2:32][CH3:33]. The catalyst class is: 3. (4) Reactant: [N+:1]([C:4]1[CH:15]=[CH:14][C:7]2[NH:8][C:9](=[O:13])[CH2:10][CH2:11][CH2:12][C:6]=2[CH:5]=1)([O-:3])=[O:2].[H-].[Na+].[CH3:18]I. Product: [CH3:18][N:8]1[C:9](=[O:13])[CH2:10][CH2:11][CH2:12][C:6]2[CH:5]=[C:4]([N+:1]([O-:3])=[O:2])[CH:15]=[CH:14][C:7]1=2. The catalyst class is: 3. (5) Reactant: [C:1]([O:5][C:6](=[O:31])[NH:7][CH2:8][CH2:9][N:10]1[C:19]([C:20]#[N:21])=[C:18]([C:22]2[CH:27]=[CH:26][CH:25]=[CH:24][CH:23]=2)[C:17]2[C:12](=[CH:13][CH:14]=[C:15]([O:28][CH3:29])[CH:16]=2)[C:11]1=[O:30])([CH3:4])([CH3:3])[CH3:2].[OH-].[NH4+]. Product: [C:1]([O:5][C:6](=[O:31])[NH:7][CH2:8][CH2:9][N:10]1[C:19]([CH2:20][NH2:21])=[C:18]([C:22]2[CH:27]=[CH:26][CH:25]=[CH:24][CH:23]=2)[C:17]2[C:12](=[CH:13][CH:14]=[C:15]([O:28][CH3:29])[CH:16]=2)[C:11]1=[O:30])([CH3:4])([CH3:2])[CH3:3]. The catalyst class is: 470. (6) Reactant: CON(C)[C:4]([C:6]12[CH2:13][CH2:12][C:9]([C:14]3[CH:19]=[CH:18][CH:17]=[CH:16][CH:15]=3)([CH2:10][CH2:11]1)[CH2:8][CH2:7]2)=[O:5].[H-].[Al+3].[Li+].[H-].[H-].[H-].O.CCOC(C)=O. Product: [C:14]1([C:9]23[CH2:12][CH2:13][C:6]([CH:4]=[O:5])([CH2:11][CH2:10]2)[CH2:7][CH2:8]3)[CH:19]=[CH:18][CH:17]=[CH:16][CH:15]=1. The catalyst class is: 1. (7) Reactant: [NH2:1][C:2]1[N:7]2[N:8]=[C:9]([C:11]3[O:12][CH:13]=[CH:14][CH:15]=3)[N:10]=[C:6]2[CH:5]=[C:4]([C:16]2C=CS[C:17]=2[C:21]2[CH:26]=[CH:25][CH:24]=[CH:23][CH:22]=2)[N:3]=1.[H][H]. Product: [NH2:1][C:2]1[N:7]2[N:8]=[C:9]([C:11]3[O:12][CH:13]=[CH:14][CH:15]=3)[N:10]=[C:6]2[CH:5]=[C:4]([CH2:16][CH2:17][C:21]2[CH:26]=[CH:25][CH:24]=[CH:23][CH:22]=2)[N:3]=1. The catalyst class is: 29.